From a dataset of Full USPTO retrosynthesis dataset with 1.9M reactions from patents (1976-2016). Predict the reactants needed to synthesize the given product. Given the product [F:27][C:25]([F:26])([F:28])[O:24][C:21]1[CH:22]=[CH:23][C:18]([CH2:17][N:14]2[CH2:13][CH2:12][N:11]([S:8]([C:6]3[CH:5]=[C:4]([CH2:29][C:30]([O:32][CH3:33])=[O:31])[CH:3]=[C:2]([C:63]#[C:62][Si:59]([CH3:61])([CH3:60])[CH3:58])[CH:7]=3)(=[O:9])=[O:10])[CH2:16][CH2:15]2)=[CH:19][CH:20]=1, predict the reactants needed to synthesize it. The reactants are: Br[C:2]1[CH:3]=[C:4]([CH2:29][C:30]([O:32][CH3:33])=[O:31])[CH:5]=[C:6]([S:8]([N:11]2[CH2:16][CH2:15][N:14]([CH2:17][C:18]3[CH:23]=[CH:22][C:21]([O:24][C:25]([F:28])([F:27])[F:26])=[CH:20][CH:19]=3)[CH2:13][CH2:12]2)(=[O:10])=[O:9])[CH:7]=1.C1C=CC(P(C2C=CC=CC=2)C2C=CC=CC=2)=CC=1.CN(C)C=O.[CH3:58][Si:59]([C:62]#[CH:63])([CH3:61])[CH3:60].